This data is from Peptide-MHC class II binding affinity with 134,281 pairs from IEDB. The task is: Regression. Given a peptide amino acid sequence and an MHC pseudo amino acid sequence, predict their binding affinity value. This is MHC class II binding data. (1) The peptide sequence is IRDGLQYGWKTWGKN. The MHC is HLA-DQA10303-DQB10402 with pseudo-sequence HLA-DQA10303-DQB10402. The binding affinity (normalized) is 0.410. (2) The peptide sequence is DCLKNSADTISSYFVGKM. The MHC is H-2-IAd with pseudo-sequence H-2-IAd. The binding affinity (normalized) is 0. (3) The peptide sequence is PCLFMRTVSHVILHG. The MHC is DRB1_0802 with pseudo-sequence DRB1_0802. The binding affinity (normalized) is 0.430. (4) The peptide sequence is RNTQIFKTNTQTDR. The MHC is DRB1_0101 with pseudo-sequence DRB1_0101. The binding affinity (normalized) is 0.214. (5) The peptide sequence is RDGHEKPMNVQSLGW. The MHC is DRB3_0202 with pseudo-sequence DRB3_0202. The binding affinity (normalized) is 0.